This data is from Forward reaction prediction with 1.9M reactions from USPTO patents (1976-2016). The task is: Predict the product of the given reaction. The product is: [Br:36][C:37]1[N:38]=[C:39]([C:42]([NH:1][C:2]2[CH:3]=[CH:4][C:5]([O:8][C:9]3[C:18]4[C:13](=[CH:14][C:15]([O:21][CH2:22][CH:23]5[CH2:24][CH2:25][NH:26][CH2:27][CH2:28]5)=[C:16]([O:19][CH3:20])[CH:17]=4)[N:12]=[CH:11][CH:10]=3)=[CH:6][N:7]=2)=[O:43])[S:40][CH:41]=1. Given the reactants [NH2:1][C:2]1[N:7]=[CH:6][C:5]([O:8][C:9]2[C:18]3[C:13](=[CH:14][C:15]([O:21][CH2:22][CH:23]4[CH2:28][CH2:27][N:26](C(OC(C)(C)C)=O)[CH2:25][CH2:24]4)=[C:16]([O:19][CH3:20])[CH:17]=3)[N:12]=[CH:11][CH:10]=2)=[CH:4][CH:3]=1.[Br:36][C:37]1[N:38]=[C:39]([C:42](Cl)=[O:43])[S:40][CH:41]=1.BrC1N=C(C(O)=O)SC=1, predict the reaction product.